This data is from hERG Central: cardiac toxicity at 1µM, 10µM, and general inhibition. The task is: Predict hERG channel inhibition at various concentrations. The molecule is C[n+]1c2n(c3ccccc31)N=C(c1ccc(-c3ccccc3)cc1)CS2.[Br-]. Results: hERG_inhib (hERG inhibition (general)): blocker.